This data is from Reaction yield outcomes from USPTO patents with 853,638 reactions. The task is: Predict the reaction yield, written as a fraction of the theoretical maximum amount of product (1.0 means a 100% yield; for example, 0.34 means a 34% yield). The reactants are [CH3:1][O:2][C:3]1[CH:4]=[C:5]2[C:10](=[CH:11][C:12]=1[O:13][CH3:14])[N:9]=[CH:8][N:7]=[C:6]2[O:15][C:16]1[CH:17]=[C:18]([CH:20]=[CH:21][CH:22]=1)[NH2:19].[C:23]([C:25]([C:28]1[CH:29]=[C:30]([NH:34][C:35](=O)[O:36]C2C=CC=CC=2)[CH:31]=[CH:32][CH:33]=1)([CH3:27])[CH3:26])#[N:24]. The catalyst is C1COCC1.CN(C1C=CN=CC=1)C. The product is [C:23]([C:25]([C:28]1[CH:29]=[C:30]([NH:34][C:35]([NH:19][C:18]2[CH:20]=[CH:21][CH:22]=[C:16]([O:15][C:6]3[C:5]4[C:10](=[CH:11][C:12]([O:13][CH3:14])=[C:3]([O:2][CH3:1])[CH:4]=4)[N:9]=[CH:8][N:7]=3)[CH:17]=2)=[O:36])[CH:31]=[CH:32][CH:33]=1)([CH3:27])[CH3:26])#[N:24]. The yield is 0.200.